Dataset: Peptide-MHC class II binding affinity with 134,281 pairs from IEDB. Task: Regression. Given a peptide amino acid sequence and an MHC pseudo amino acid sequence, predict their binding affinity value. This is MHC class II binding data. (1) The MHC is DRB1_0802 with pseudo-sequence DRB1_0802. The peptide sequence is AFKVAATAANMAPAN. The binding affinity (normalized) is 0.619. (2) The peptide sequence is NVVKSGIFLSVAAGN. The MHC is HLA-DQA10101-DQB10501 with pseudo-sequence HLA-DQA10101-DQB10501. The binding affinity (normalized) is 0.204.